From a dataset of Full USPTO retrosynthesis dataset with 1.9M reactions from patents (1976-2016). Predict the reactants needed to synthesize the given product. (1) Given the product [C:1]([C:3]1[C:7](=[C:8]([C:11]#[N:12])[C:9]#[N:10])[N:6]([CH2:13][CH2:14][CH2:15][CH2:16][CH2:17][CH3:18])[C:5](=[O:19])[C:4]=1[C:20]1[CH:21]=[CH:22][C:23]([N:26]([CH2:36][CH:37]([CH2:42][CH3:43])[CH2:38][CH2:39][CH2:40][CH3:41])[CH2:27][CH2:28][CH2:29][CH2:30][CH2:31][C:32]([OH:34])=[O:33])=[CH:24][CH:25]=1)#[N:2], predict the reactants needed to synthesize it. The reactants are: [C:1]([C:3]1[C:7](=[C:8]([C:11]#[N:12])[C:9]#[N:10])[N:6]([CH2:13][CH2:14][CH2:15][CH2:16][CH2:17][CH3:18])[C:5](=[O:19])[C:4]=1[C:20]1[CH:25]=[CH:24][C:23]([N:26]([CH2:36][CH:37]([CH2:42][CH3:43])[CH2:38][CH2:39][CH2:40][CH3:41])[CH2:27][CH2:28][CH2:29][CH2:30][CH2:31][C:32]([O:34]C)=[O:33])=[CH:22][CH:21]=1)#[N:2].O1CCCC1.Cl.S([O-])([O-])(=O)=O.[Na+].[Na+]. (2) Given the product [F:22][C:2]([F:1])([F:21])[C:3]1[CH:4]=[C:5]([C@H:13]2[O:18][C:17](=[O:19])[N:16]([CH2:26][C:27]3[CH:28]=[C:29]4[C:33](=[CH:34][C:35]=3[I:36])[CH2:32][CH2:31][CH2:30]4)[C@@H:15]([CH3:20])[CH2:14]2)[CH:6]=[C:7]([C:9]([F:10])([F:11])[F:12])[CH:8]=1, predict the reactants needed to synthesize it. The reactants are: [F:1][C:2]([F:22])([F:21])[C:3]1[CH:4]=[C:5]([C@H:13]2[O:18][C:17](=[O:19])[NH:16][C@@H:15]([CH3:20])[CH2:14]2)[CH:6]=[C:7]([C:9]([F:12])([F:11])[F:10])[CH:8]=1.[H-].[Na+].Br[CH2:26][C:27]1[CH:28]=[C:29]2[C:33](=[CH:34][C:35]=1[I:36])[CH2:32][CH2:31][CH2:30]2. (3) The reactants are: Cl[CH2:2][C:3]([N:5]([CH:17]1[CH:24]2[CH2:25][CH:20]3[CH2:21][CH:22]([CH2:26][CH:18]1[CH2:19]3)[CH2:23]2)[NH:6][C:7]([O:9][CH2:10][C:11]1[CH:16]=[CH:15][CH:14]=[CH:13][CH:12]=1)=[O:8])=[O:4].CC(C)([O-])C.[K+].[Cl-].[NH4+]. Given the product [CH:18]12[CH2:26][CH:22]3[CH2:21][CH:20]([CH2:25][CH:24]([CH2:23]3)[CH:17]1[N:5]1[C:3](=[O:4])[CH2:2][N:6]1[C:7]([O:9][CH2:10][C:11]1[CH:16]=[CH:15][CH:14]=[CH:13][CH:12]=1)=[O:8])[CH2:19]2, predict the reactants needed to synthesize it. (4) Given the product [F:13][C:12]1[C:6]2[CH2:5][O:4][CH:3]([CH2:2][NH:21][CH:19]([CH3:20])[CH3:18])[O:8][C:7]=2[CH:9]=[C:10]([S:14]([CH3:17])(=[O:16])=[O:15])[CH:11]=1, predict the reactants needed to synthesize it. The reactants are: Br[CH2:2][CH:3]1[O:8][C:7]2[CH:9]=[C:10]([S:14]([CH3:17])(=[O:16])=[O:15])[CH:11]=[C:12]([F:13])[C:6]=2[CH2:5][O:4]1.[CH3:18][CH:19]([NH2:21])[CH3:20].CCO. (5) Given the product [CH3:13][N:14]1[CH2:18][CH2:17][CH2:16][CH:15]1[CH2:19][CH2:20][NH:21][CH2:11][C:2]1[CH:3]=[CH:4][C:5]2[C:10](=[CH:9][CH:8]=[CH:7][CH:6]=2)[N:1]=1, predict the reactants needed to synthesize it. The reactants are: [N:1]1[C:10]2[C:5](=[CH:6][CH:7]=[CH:8][CH:9]=2)[CH:4]=[CH:3][C:2]=1[CH:11]=O.[CH3:13][N:14]1[CH2:18][CH2:17][CH2:16][CH:15]1[CH2:19][CH2:20][NH2:21].[Na].